Regression. Given two drug SMILES strings and cell line genomic features, predict the synergy score measuring deviation from expected non-interaction effect. From a dataset of NCI-60 drug combinations with 297,098 pairs across 59 cell lines. (1) Drug 1: CN1C(=O)N2C=NC(=C2N=N1)C(=O)N. Drug 2: CNC(=O)C1=NC=CC(=C1)OC2=CC=C(C=C2)NC(=O)NC3=CC(=C(C=C3)Cl)C(F)(F)F. Cell line: TK-10. Synergy scores: CSS=-9.12, Synergy_ZIP=3.68, Synergy_Bliss=0.380, Synergy_Loewe=-2.21, Synergy_HSA=-4.75. (2) Drug 1: C1=NC(=NC(=O)N1C2C(C(C(O2)CO)O)O)N. Drug 2: CCCCC(=O)OCC(=O)C1(CC(C2=C(C1)C(=C3C(=C2O)C(=O)C4=C(C3=O)C=CC=C4OC)O)OC5CC(C(C(O5)C)O)NC(=O)C(F)(F)F)O. Cell line: KM12. Synergy scores: CSS=44.7, Synergy_ZIP=5.56, Synergy_Bliss=10.8, Synergy_Loewe=-12.0, Synergy_HSA=6.74. (3) Drug 1: C1=C(C(=O)NC(=O)N1)N(CCCl)CCCl. Drug 2: C1=NC2=C(N=C(N=C2N1C3C(C(C(O3)CO)O)F)Cl)N. Cell line: U251. Synergy scores: CSS=34.2, Synergy_ZIP=-0.302, Synergy_Bliss=-0.534, Synergy_Loewe=-1.31, Synergy_HSA=3.47. (4) Drug 1: CC1CCC2CC(C(=CC=CC=CC(CC(C(=O)C(C(C(=CC(C(=O)CC(OC(=O)C3CCCCN3C(=O)C(=O)C1(O2)O)C(C)CC4CCC(C(C4)OC)O)C)C)O)OC)C)C)C)OC. Drug 2: CC1C(C(CC(O1)OC2CC(CC3=C2C(=C4C(=C3O)C(=O)C5=CC=CC=C5C4=O)O)(C(=O)C)O)N)O. Cell line: HCT-15. Synergy scores: CSS=43.7, Synergy_ZIP=12.9, Synergy_Bliss=12.3, Synergy_Loewe=11.8, Synergy_HSA=13.5. (5) Drug 1: CS(=O)(=O)CCNCC1=CC=C(O1)C2=CC3=C(C=C2)N=CN=C3NC4=CC(=C(C=C4)OCC5=CC(=CC=C5)F)Cl. Drug 2: CC1C(C(CC(O1)OC2CC(CC3=C2C(=C4C(=C3O)C(=O)C5=CC=CC=C5C4=O)O)(C(=O)C)O)N)O. Cell line: SK-MEL-28. Synergy scores: CSS=53.8, Synergy_ZIP=0.0447, Synergy_Bliss=4.36, Synergy_Loewe=-34.2, Synergy_HSA=4.40. (6) Drug 1: CC1=C(C=C(C=C1)C(=O)NC2=CC(=CC(=C2)C(F)(F)F)N3C=C(N=C3)C)NC4=NC=CC(=N4)C5=CN=CC=C5. Drug 2: C1C(C(OC1N2C=NC3=C2NC=NCC3O)CO)O. Cell line: OVCAR-4. Synergy scores: CSS=1.02, Synergy_ZIP=1.73, Synergy_Bliss=3.29, Synergy_Loewe=1.32, Synergy_HSA=0.103. (7) Drug 1: C#CCC(CC1=CN=C2C(=N1)C(=NC(=N2)N)N)C3=CC=C(C=C3)C(=O)NC(CCC(=O)O)C(=O)O. Drug 2: C1CCC(C(C1)N)N.C(=O)(C(=O)[O-])[O-].[Pt+4]. Cell line: MDA-MB-435. Synergy scores: CSS=22.5, Synergy_ZIP=-4.42, Synergy_Bliss=-1.80, Synergy_Loewe=-5.17, Synergy_HSA=-5.44. (8) Drug 2: C1=C(C(=O)NC(=O)N1)N(CCCl)CCCl. Synergy scores: CSS=24.7, Synergy_ZIP=-7.28, Synergy_Bliss=-2.76, Synergy_Loewe=-0.582, Synergy_HSA=2.13. Cell line: MDA-MB-231. Drug 1: C1CCC(CC1)NC(=O)N(CCCl)N=O. (9) Drug 1: C1=NC2=C(N=C(N=C2N1C3C(C(C(O3)CO)O)F)Cl)N. Drug 2: C1CN(CCN1C(=O)CCBr)C(=O)CCBr. Cell line: UACC62. Synergy scores: CSS=18.8, Synergy_ZIP=-4.38, Synergy_Bliss=0.129, Synergy_Loewe=2.00, Synergy_HSA=0.614. (10) Drug 1: CC12CCC3C(C1CCC2=O)CC(=C)C4=CC(=O)C=CC34C. Drug 2: C1CCC(CC1)NC(=O)N(CCCl)N=O. Cell line: OVCAR-5. Synergy scores: CSS=39.4, Synergy_ZIP=-0.0565, Synergy_Bliss=5.04, Synergy_Loewe=-12.9, Synergy_HSA=5.05.